Task: Binary Classification. Given a drug SMILES string, predict its activity (active/inactive) in a high-throughput screening assay against a specified biological target.. Dataset: M1 muscarinic receptor antagonist screen with 61,756 compounds (1) The drug is S1C(NC(=O)NC23CC4CC(C2)CC(C3)C4)=NCC1. The result is 0 (inactive). (2) The compound is O(C(=O)C=1C(NC(=O)NC1C)c1cc(c(OC)cc1)COCC)CC. The result is 0 (inactive). (3) The compound is Brc1oc(C(=O)Nc2ccc(N3CCCC3)cc2)cc1. The result is 0 (inactive). (4) The molecule is s1c2nc(SCC(=O)c3oc4c(c3)cccc4)n(c(=O)c2cc1C)C. The result is 0 (inactive). (5) The molecule is O=C(Nc1ccc(Nc2ccccc2)cc1)C1CC1. The result is 0 (inactive). (6) The drug is Clc1c(OCc2onc(n2)c2ccc(NC(=O)c3occc3)cc2)cccc1. The result is 0 (inactive). (7) The drug is O=C(NC1CCN(CC1)C(OCC)=O)C1CCN(CC1)c1onc(n1)c1ccc(OC)cc1. The result is 0 (inactive).